Dataset: NCI-60 drug combinations with 297,098 pairs across 59 cell lines. Task: Regression. Given two drug SMILES strings and cell line genomic features, predict the synergy score measuring deviation from expected non-interaction effect. (1) Drug 1: C1CCN(CC1)CCOC2=CC=C(C=C2)C(=O)C3=C(SC4=C3C=CC(=C4)O)C5=CC=C(C=C5)O. Drug 2: C1=CC(=CC=C1CCCC(=O)O)N(CCCl)CCCl. Cell line: 786-0. Synergy scores: CSS=37.5, Synergy_ZIP=-0.822, Synergy_Bliss=-1.17, Synergy_Loewe=-2.81, Synergy_HSA=-1.81. (2) Drug 1: CC12CCC3C(C1CCC2=O)CC(=C)C4=CC(=O)C=CC34C. Drug 2: C1=NC2=C(N1)C(=S)N=C(N2)N. Cell line: EKVX. Synergy scores: CSS=43.8, Synergy_ZIP=-6.89, Synergy_Bliss=-2.34, Synergy_Loewe=-1.94, Synergy_HSA=0.102.